This data is from Reaction yield outcomes from USPTO patents with 853,638 reactions. The task is: Predict the reaction yield, written as a fraction of the theoretical maximum amount of product (1.0 means a 100% yield; for example, 0.34 means a 34% yield). (1) The reactants are C(OC([NH:8][C:9]1[CH:14]=[CH:13][CH:12]=[CH:11][C:10]=1[N:15]([CH:33]1[CH2:38][CH2:37][CH2:36][CH2:35][CH2:34]1)[CH2:16][C@@H:17]([NH:22][S:23]([C:26]1[CH:31]=[CH:30][C:29]([CH3:32])=[CH:28][CH:27]=1)(=[O:25])=[O:24])[C:18]([O:20][CH3:21])=[O:19])=O)(C)(C)C.C(=O)(O)[O-].[Na+]. The catalyst is Cl.C(OCC)(=O)C. The product is [NH2:8][C:9]1[CH:14]=[CH:13][CH:12]=[CH:11][C:10]=1[N:15]([CH:33]1[CH2:38][CH2:37][CH2:36][CH2:35][CH2:34]1)[CH2:16][C@@H:17]([NH:22][S:23]([C:26]1[CH:31]=[CH:30][C:29]([CH3:32])=[CH:28][CH:27]=1)(=[O:25])=[O:24])[C:18]([O:20][CH3:21])=[O:19]. The yield is 1.00. (2) The catalyst is C(#N)C.O. The product is [C:1]([C:3]1[CH:4]=[C:5]2[C:9](=[CH:10][CH:11]=1)[N:8]([S:12]([C:15]1[CH:20]=[CH:19][C:18]([O:21][CH3:22])=[CH:17][C:16]=1[O:23][CH3:24])(=[O:13])=[O:14])[C:7](=[O:25])[C:6]2([NH:35][C:36]([N:55]1[CH2:54][CH2:53][N:52]([CH:49]2[CH2:50][CH2:51][N:46]([CH3:45])[CH2:47][CH2:48]2)[CH2:57][CH2:56]1)=[O:44])[C:26]1[C:27]([O:32][CH2:33][CH3:34])=[N:28][CH:29]=[CH:30][CH:31]=1)#[N:2]. The reactants are [C:1]([C:3]1[CH:4]=[C:5]2[C:9](=[CH:10][CH:11]=1)[N:8]([S:12]([C:15]1[CH:20]=[CH:19][C:18]([O:21][CH3:22])=[CH:17][C:16]=1[O:23][CH3:24])(=[O:14])=[O:13])[C:7](=[O:25])[C:6]2([NH:35][C:36](=[O:44])OC1C=CC=CC=1)[C:26]1[C:27]([O:32][CH2:33][CH3:34])=[N:28][CH:29]=[CH:30][CH:31]=1)#[N:2].[CH3:45][N:46]1[CH2:51][CH2:50][CH:49]([N:52]2[CH2:57][CH2:56][NH:55][CH2:54][CH2:53]2)[CH2:48][CH2:47]1.C1COCC1.C(O)(C(F)(F)F)=O. The yield is 0.210. (3) The reactants are C(N[C@H](C1C=CC=CC=1)C)CC=C.Br[C:15]1[CH:20]=[CH:19][CH:18]=[CH:17][C:16]=1[Br:21].[C:22]1([OH:28])[CH:27]=[CH:26][CH:25]=[CH:24][CH:23]=1.C(=O)([O-])[O-].[Cs+].[Cs+]. The catalyst is CN1C(=O)CCC1.[Cu-]=O. The product is [Br:21][C:16]1[CH:17]=[CH:18][CH:19]=[C:20]([O:28][C:22]2[CH:27]=[CH:26][CH:25]=[CH:24][CH:23]=2)[CH:15]=1. The yield is 0.530. (4) The reactants are I(O)(=O)(=O)=[O:2].[C:6]([CH2:10][CH:11]([CH2:13][OH:14])[F:12])([F:9])([F:8])[F:7]. The catalyst is [Cr](F)([O-])(=O)=O.[NH+]1C=CC=CC=1.C(#N)C. The product is [F:12][CH:11]([CH2:10][C:6]([F:9])([F:8])[F:7])[C:13]([OH:2])=[O:14]. The yield is 0.510. (5) The product is [CH2:1]([O:3][C:4]([C:6]1[NH:7][C:8]2[C:13]([CH:14]=1)=[CH:12][C:11]([NH:15][CH:16]1[CH2:20][CH2:19][N:18]([CH:22]([CH3:24])[CH3:21])[CH2:17]1)=[CH:10][CH:9]=2)=[O:5])[CH3:2]. The yield is 0.740. The catalyst is C1COCC1.C(OCC)(=O)C.O.C(O)(=O)C. The reactants are [CH2:1]([O:3][C:4]([C:6]1[NH:7][C:8]2[C:13]([CH:14]=1)=[CH:12][C:11]([NH:15][CH:16]1[CH2:20][CH2:19][NH:18][CH2:17]1)=[CH:10][CH:9]=2)=[O:5])[CH3:2].[CH3:21][C:22]([CH3:24])=O.C(O[BH-](OC(=O)C)OC(=O)C)(=O)C.[Na+].C([O-])([O-])=O.[Na+].[Na+].